This data is from Peptide-MHC class II binding affinity with 134,281 pairs from IEDB. The task is: Regression. Given a peptide amino acid sequence and an MHC pseudo amino acid sequence, predict their binding affinity value. This is MHC class II binding data. (1) The peptide sequence is ASLFLHLVGIPTHRH. The MHC is DRB1_1101 with pseudo-sequence DRB1_1101. The binding affinity (normalized) is 0.461. (2) The peptide sequence is SPEVIPMFSALSEGAT. The MHC is HLA-DPA10301-DPB10402 with pseudo-sequence HLA-DPA10301-DPB10402. The binding affinity (normalized) is 0.235. (3) The peptide sequence is AAVGATPEAKFDSFV. The MHC is DRB5_0101 with pseudo-sequence DRB5_0101. The binding affinity (normalized) is 0.310. (4) The peptide sequence is LLTSGMVIFFMSPKGK. The MHC is HLA-DQA10201-DQB10301 with pseudo-sequence HLA-DQA10201-DQB10301. The binding affinity (normalized) is 0.744. (5) The peptide sequence is AAATAGTVVYGAFAA. The MHC is HLA-DPA10103-DPB10601 with pseudo-sequence HLA-DPA10103-DPB10601. The binding affinity (normalized) is 0.166. (6) The peptide sequence is VSLIAVIKGIINLYK. The MHC is DRB1_0802 with pseudo-sequence DRB1_0802. The binding affinity (normalized) is 0.515. (7) The peptide sequence is VLAPYMPDVLEKLEL. The MHC is DRB1_0301 with pseudo-sequence DRB1_0301. The binding affinity (normalized) is 0.427.